From a dataset of Forward reaction prediction with 1.9M reactions from USPTO patents (1976-2016). Predict the product of the given reaction. (1) Given the reactants [Br:1][C:2]1[CH:9]=[C:8]([CH3:10])[C:5]([C:6]#[N:7])=[C:4](Cl)[CH:3]=1.[OH-:12].[Na+].[CH3:14]O, predict the reaction product. The product is: [Br:1][C:2]1[CH:9]=[C:8]([CH3:10])[C:5]([C:6]([NH2:7])=[O:12])=[C:4]([CH3:14])[CH:3]=1. (2) Given the reactants [Cl:1][C:2]1[CH:7]=[C:6]([N:8](COCC[Si](C)(C)C)[C:9]2[C:10]3[N:17]=[N:16][N:15](COCC[Si](C)(C)C)[C:11]=3[N:12]=[CH:13][N:14]=2)[C:5](=[O:34])[N:4]2[C:35]3([CH2:43][CH2:42][CH2:41][CH2:40][CH2:39]3)[NH:36][C:37](=[O:38])[C:3]=12.FC(F)(F)C(O)=O.[OH-].[K+], predict the reaction product. The product is: [Cl:1][C:2]1[CH:7]=[C:6]([NH:8][C:9]2[C:10]3[N:17]=[N:16][NH:15][C:11]=3[N:12]=[CH:13][N:14]=2)[C:5](=[O:34])[N:4]2[C:35]3([NH:36][C:37](=[O:38])[C:3]=12)[CH2:43][CH2:42][CH2:41][CH2:40][CH2:39]3.